From a dataset of Reaction yield outcomes from USPTO patents with 853,638 reactions. Predict the reaction yield, written as a fraction of the theoretical maximum amount of product (1.0 means a 100% yield; for example, 0.34 means a 34% yield). (1) The reactants are [OH:1][CH2:2][C@@H:3]1[C@@H:7]([O:8][Si](C(C)C)(C(C)C)C(C)C)[CH2:6][C@H:5]([NH:19][C:20]2[C:25]([C:26]([C:28]3[S:29][CH:30]=[C:31]([CH2:33][CH2:34][C:35]4[CH:40]=[CH:39][CH:38]=[CH:37][CH:36]=4)[CH:32]=3)=[O:27])=[CH:24][N:23]=[CH:22][N:21]=2)[CH2:4]1.C(N(CC)CC)C.Cl[S:49]([NH2:52])(=[O:51])=[O:50].Cl. The catalyst is CN(C=O)C. The product is [S:49](=[O:51])(=[O:50])([O:1][CH2:2][C@H:3]1[CH2:4][C@@H:5]([NH:19][C:20]2[C:25]([C:26]([C:28]3[S:29][CH:30]=[C:31]([CH2:33][CH2:34][C:35]4[CH:40]=[CH:39][CH:38]=[CH:37][CH:36]=4)[CH:32]=3)=[O:27])=[CH:24][N:23]=[CH:22][N:21]=2)[CH2:6][C@@H:7]1[OH:8])[NH2:52]. The yield is 0.530. (2) The reactants are CS(O[CH:6]1[CH2:9][N:8]([C:10]2[S:11][CH:12]=[C:13]([CH2:15][NH:16][C:17]([C:19]3[S:20][CH:21]=[CH:22][CH:23]=3)=[O:18])[N:14]=2)[CH2:7]1)(=O)=O.[C:24]([O-:27])(=[S:26])[CH3:25].[K+]. The catalyst is CN(C)C=O. The product is [C:24]([S:26][CH:6]1[CH2:7][N:8]([C:10]2[S:11][CH:12]=[C:13]([CH2:15][NH:16][C:17]([C:19]3[S:20][CH:21]=[CH:22][CH:23]=3)=[O:18])[N:14]=2)[CH2:9]1)(=[O:27])[CH3:25]. The yield is 0.910. (3) The reactants are [C:1]([CH:3]1[CH2:6][N:5]([C:7](=[O:42])[C@H:8]([NH:10][C:11]([C:13]2[C:21]3[C:16](=[N:17][CH:18]=[C:19]([C:22]4[C:30]5[CH2:29][C:28]([CH3:32])([CH3:31])[CH2:27][CH2:26][C:25]=5[N:24]([CH3:33])[N:23]=4)[N:20]=3)[N:15](COCC[Si](C)(C)C)[CH:14]=2)=[O:12])[CH3:9])[CH2:4]1)#[N:2].FC(F)(F)C(O)=O.C(N)CN. The product is [C:1]([CH:3]1[CH2:4][N:5]([C:7](=[O:42])[C@H:8]([NH:10][C:11]([C:13]2[C:21]3[C:16](=[N:17][CH:18]=[C:19]([C:22]4[C:30]5[CH2:29][C:28]([CH3:31])([CH3:32])[CH2:27][CH2:26][C:25]=5[N:24]([CH3:33])[N:23]=4)[N:20]=3)[NH:15][CH:14]=2)=[O:12])[CH3:9])[CH2:6]1)#[N:2]. The yield is 0.510. The catalyst is ClCCl.